From a dataset of Forward reaction prediction with 1.9M reactions from USPTO patents (1976-2016). Predict the product of the given reaction. (1) The product is: [N+:25]([CH:28]=[CH:14][C:13]1[CH:16]=[CH:17][C:10]([O:9][C:6]2[CH:5]=[CH:4][C:3]([C:2]([F:19])([F:18])[F:1])=[CH:8][N:7]=2)=[CH:11][CH:12]=1)([O-:27])=[O:26]. Given the reactants [F:1][C:2]([F:19])([F:18])[C:3]1[CH:4]=[CH:5][C:6]([O:9][C:10]2[CH:17]=[CH:16][C:13]([CH:14]=O)=[CH:12][CH:11]=2)=[N:7][CH:8]=1.C([O-])(=O)C.[NH4+].[N+:25]([CH3:28])([O-:27])=[O:26], predict the reaction product. (2) Given the reactants [OH:1][C:2]1[CH:3]=[C:4]2[C:9](=[CH:10][CH:11]=1)[C:8](=[O:12])[N:7]([CH:13]1[CH2:18][CH2:17][NH:16][CH2:15][CH2:14]1)[CH2:6][CH2:5]2.[C:19]1(=O)[CH2:22][CH2:21][CH2:20]1.C(O[BH-](OC(=O)C)OC(=O)C)(=O)C.[Na+].C(O)(=O)C, predict the reaction product. The product is: [CH:19]1([N:16]2[CH2:17][CH2:18][CH:13]([N:7]3[CH2:6][CH2:5][C:4]4[C:9](=[CH:10][CH:11]=[C:2]([OH:1])[CH:3]=4)[C:8]3=[O:12])[CH2:14][CH2:15]2)[CH2:22][CH2:21][CH2:20]1. (3) Given the reactants [Si:1]([O:8][CH2:9][C:10]1([C:25]2[CH:30]=[CH:29][C:28]([Cl:31])=[C:27]([Cl:32])[CH:26]=2)[O:16][CH2:15][CH2:14][N:13]([C:17]([O:19][C:20]([CH3:23])([CH3:22])[CH3:21])=[O:18])[CH2:12][C:11]1=[O:24])([C:4]([CH3:7])([CH3:6])[CH3:5])([CH3:3])[CH3:2].[BH4-].[Na+].[Cl-].[NH4+], predict the reaction product. The product is: [Si:1]([O:8][CH2:9][C:10]1([C:25]2[CH:30]=[CH:29][C:28]([Cl:31])=[C:27]([Cl:32])[CH:26]=2)[O:16][CH2:15][CH2:14][N:13]([C:17]([O:19][C:20]([CH3:23])([CH3:22])[CH3:21])=[O:18])[CH2:12][CH:11]1[OH:24])([C:4]([CH3:5])([CH3:6])[CH3:7])([CH3:2])[CH3:3]. (4) Given the reactants COC1C=CC(CC[C@@H](O)C)=CC=1.[O:14]([CH2:21][C:22](=[O:24])[CH3:23])[C:15]1[CH:20]=[CH:19][CH:18]=[CH:17][CH:16]=1, predict the reaction product. The product is: [O:14]([CH2:21][C@@H:22]([OH:24])[CH3:23])[C:15]1[CH:20]=[CH:19][CH:18]=[CH:17][CH:16]=1.